This data is from Forward reaction prediction with 1.9M reactions from USPTO patents (1976-2016). The task is: Predict the product of the given reaction. (1) Given the reactants [C:6](O[C:6](=[O:9])[CH2:7][CH3:8])(=[O:9])[CH2:7][CH3:8].[Cl:10][CH2:11][CH:12]1[C:20]2[C:19]3[CH:21]=[CH:22][C:23]([S:25]([NH2:28])(=[O:27])=[O:26])=[CH:24][C:18]=3[C:17]([N+:29]([O-:31])=[O:30])=[CH:16][C:15]=2[N:14](C(=O)C(F)(F)F)[CH2:13]1.CCN(CC)CC.C([O-])([O-])=O.[Cs+].[Cs+].Cl, predict the reaction product. The product is: [Cl:10][CH2:11][CH:12]1[C:20]2[C:19]3[CH:21]=[CH:22][C:23]([S:25]([NH:28][C:6](=[O:9])[CH2:7][CH3:8])(=[O:27])=[O:26])=[CH:24][C:18]=3[C:17]([N+:29]([O-:31])=[O:30])=[CH:16][C:15]=2[NH:14][CH2:13]1. (2) Given the reactants [I:1][C:2]1[CH:7]=[CH:6][C:5]([OH:8])=[C:4]([CH3:9])[CH:3]=1.N1C=CN=C1.[C:15]([Si:19](Cl)([CH3:21])[CH3:20])([CH3:18])([CH3:17])[CH3:16], predict the reaction product. The product is: [I:1][C:2]1[CH:7]=[CH:6][C:5]([O:8][Si:19]([C:15]([CH3:18])([CH3:17])[CH3:16])([CH3:21])[CH3:20])=[C:4]([CH3:9])[CH:3]=1.